From a dataset of Forward reaction prediction with 1.9M reactions from USPTO patents (1976-2016). Predict the product of the given reaction. (1) Given the reactants [CH2:1]([O:5][CH2:6][CH2:7][O:8][C:9]1[CH:14]=[CH:13][C:12]([C:15]2[CH:16]=[CH:17][C:18]3[N:24]([CH2:25][CH:26]([CH3:28])[CH3:27])[CH2:23][CH2:22][C:21]([C:29]([NH:31][C:32]4[CH:37]=[CH:36][C:35]([S:38][CH2:39][C:40]5[N:44]6[C:45]([CH3:49])=[CH:46][CH:47]=[CH:48][C:43]6=[N:42][CH:41]=5)=[CH:34][CH:33]=4)=[O:30])=[CH:20][C:19]=3[CH:50]=2)=[CH:11][CH:10]=1)[CH2:2][CH2:3][CH3:4].ClC1C=CC=C(C(OO)=[O:59])C=1.S([O-])([O-])(=O)=S.[Na+].[Na+], predict the reaction product. The product is: [CH2:1]([O:5][CH2:6][CH2:7][O:8][C:9]1[CH:10]=[CH:11][C:12]([C:15]2[CH:16]=[CH:17][C:18]3[N:24]([CH2:25][CH:26]([CH3:27])[CH3:28])[CH2:23][CH2:22][C:21]([C:29]([NH:31][C:32]4[CH:33]=[CH:34][C:35]([S:38]([CH2:39][C:40]5[N:44]6[C:45]([CH3:49])=[CH:46][CH:47]=[CH:48][C:43]6=[N:42][CH:41]=5)=[O:59])=[CH:36][CH:37]=4)=[O:30])=[CH:20][C:19]=3[CH:50]=2)=[CH:13][CH:14]=1)[CH2:2][CH2:3][CH3:4]. (2) Given the reactants Br[C:2]1[CH:3]=[C:4]2[C:9](=[CH:10][CH:11]=1)[CH:8]=[N:7][CH:6]=[C:5]2[OH:12].C(N(C(C)C)CC)(C)C.C1(P(C2C=CC=CC=2)CCCP(C2C=CC=CC=2)C2C=CC=CC=2)C=CC=CC=1.[C:51]([O:54][CH2:55][CH3:56])(=[O:53])C.[CH3:57][Si:58](C)([CH3:62])[CH2:59]CO, predict the reaction product. The product is: [OH:12][C:5]1[C:4]2[C:9](=[CH:10][CH:11]=[C:2]([C:51]([O:54][CH2:55][CH2:56][Si:58]([CH3:62])([CH3:59])[CH3:57])=[O:53])[CH:3]=2)[CH:8]=[N:7][CH:6]=1.